From a dataset of NCI-60 drug combinations with 297,098 pairs across 59 cell lines. Regression. Given two drug SMILES strings and cell line genomic features, predict the synergy score measuring deviation from expected non-interaction effect. (1) Drug 1: CC(CN1CC(=O)NC(=O)C1)N2CC(=O)NC(=O)C2. Drug 2: CS(=O)(=O)CCNCC1=CC=C(O1)C2=CC3=C(C=C2)N=CN=C3NC4=CC(=C(C=C4)OCC5=CC(=CC=C5)F)Cl. Cell line: HS 578T. Synergy scores: CSS=7.96, Synergy_ZIP=-3.43, Synergy_Bliss=-1.21, Synergy_Loewe=-5.19, Synergy_HSA=-4.73. (2) Drug 2: COCCOC1=C(C=C2C(=C1)C(=NC=N2)NC3=CC=CC(=C3)C#C)OCCOC.Cl. Cell line: SR. Drug 1: C1=CC(=CC=C1CCC2=CNC3=C2C(=O)NC(=N3)N)C(=O)NC(CCC(=O)O)C(=O)O. Synergy scores: CSS=28.1, Synergy_ZIP=-4.65, Synergy_Bliss=-9.87, Synergy_Loewe=-32.3, Synergy_HSA=-9.68. (3) Drug 1: CC1=C2C(C(=O)C3(C(CC4C(C3C(C(C2(C)C)(CC1OC(=O)C(C(C5=CC=CC=C5)NC(=O)OC(C)(C)C)O)O)OC(=O)C6=CC=CC=C6)(CO4)OC(=O)C)OC)C)OC. Drug 2: C1C(C(OC1N2C=NC3=C(N=C(N=C32)Cl)N)CO)O. Cell line: TK-10. Synergy scores: CSS=20.5, Synergy_ZIP=-4.02, Synergy_Bliss=-10.4, Synergy_Loewe=-26.4, Synergy_HSA=-10.9. (4) Drug 1: C1CCC(C1)C(CC#N)N2C=C(C=N2)C3=C4C=CNC4=NC=N3. Drug 2: C1=CN(C=N1)CC(O)(P(=O)(O)O)P(=O)(O)O. Cell line: LOX IMVI. Synergy scores: CSS=3.76, Synergy_ZIP=-3.51, Synergy_Bliss=-3.21, Synergy_Loewe=-1.67, Synergy_HSA=-1.26. (5) Drug 1: C1=CC=C(C=C1)NC(=O)CCCCCCC(=O)NO. Drug 2: C(CN)CNCCSP(=O)(O)O. Cell line: HS 578T. Synergy scores: CSS=6.48, Synergy_ZIP=3.14, Synergy_Bliss=7.76, Synergy_Loewe=-13.2, Synergy_HSA=-0.568. (6) Drug 1: CN1CCC(CC1)COC2=C(C=C3C(=C2)N=CN=C3NC4=C(C=C(C=C4)Br)F)OC. Drug 2: CC(C)CN1C=NC2=C1C3=CC=CC=C3N=C2N. Cell line: MALME-3M. Synergy scores: CSS=1.05, Synergy_ZIP=-0.0529, Synergy_Bliss=-0.166, Synergy_Loewe=-3.43, Synergy_HSA=-2.32. (7) Drug 1: C1CC(C1)(C(=O)O)C(=O)O.[NH2-].[NH2-].[Pt+2]. Drug 2: C1CNP(=O)(OC1)N(CCCl)CCCl. Cell line: HL-60(TB). Synergy scores: CSS=12.5, Synergy_ZIP=2.41, Synergy_Bliss=-1.06, Synergy_Loewe=-47.3, Synergy_HSA=-4.37. (8) Drug 1: CC1C(C(=O)NC(C(=O)N2CCCC2C(=O)N(CC(=O)N(C(C(=O)O1)C(C)C)C)C)C(C)C)NC(=O)C3=C4C(=C(C=C3)C)OC5=C(C(=O)C(=C(C5=N4)C(=O)NC6C(OC(=O)C(N(C(=O)CN(C(=O)C7CCCN7C(=O)C(NC6=O)C(C)C)C)C)C(C)C)C)N)C. Drug 2: CCCCC(=O)OCC(=O)C1(CC(C2=C(C1)C(=C3C(=C2O)C(=O)C4=C(C3=O)C=CC=C4OC)O)OC5CC(C(C(O5)C)O)NC(=O)C(F)(F)F)O. Cell line: NCI-H322M. Synergy scores: CSS=55.7, Synergy_ZIP=18.4, Synergy_Bliss=19.1, Synergy_Loewe=18.0, Synergy_HSA=20.3.